This data is from CYP1A2 inhibition data for predicting drug metabolism from PubChem BioAssay. The task is: Regression/Classification. Given a drug SMILES string, predict its absorption, distribution, metabolism, or excretion properties. Task type varies by dataset: regression for continuous measurements (e.g., permeability, clearance, half-life) or binary classification for categorical outcomes (e.g., BBB penetration, CYP inhibition). Dataset: cyp1a2_veith. The compound is Oc1ccc2c3c1O[C@H]1[C@@H](O)CC[C@]4(O)[C@H](C2)N(CC2CCC2)CC[C@@]314. The result is 0 (non-inhibitor).